From a dataset of Reaction yield outcomes from USPTO patents with 853,638 reactions. Predict the reaction yield, written as a fraction of the theoretical maximum amount of product (1.0 means a 100% yield; for example, 0.34 means a 34% yield). The reactants are [OH-].[Li+].[Cl:3][C:4]1[N:5]=[C:6]([C:11]([NH:13][C@H:14]2[CH2:19][CH2:18][N:17]([C:20]3[S:21][C:22]([C:31]([O:33]CC)=[O:32])=[C:23]([C:25](=[O:30])[NH:26][CH2:27][CH2:28][F:29])[N:24]=3)[CH2:16][C@H:15]2[O:36][CH2:37][CH3:38])=[O:12])[NH:7][C:8]=1[CH2:9][CH3:10]. The catalyst is CO. The product is [Cl:3][C:4]1[N:5]=[C:6]([C:11]([NH:13][C@H:14]2[CH2:19][CH2:18][N:17]([C:20]3[S:21][C:22]([C:31]([OH:33])=[O:32])=[C:23]([C:25](=[O:30])[NH:26][CH2:27][CH2:28][F:29])[N:24]=3)[CH2:16][C@H:15]2[O:36][CH2:37][CH3:38])=[O:12])[NH:7][C:8]=1[CH2:9][CH3:10]. The yield is 0.410.